From a dataset of Forward reaction prediction with 1.9M reactions from USPTO patents (1976-2016). Predict the product of the given reaction. Given the reactants Cl[C:2]1[N:3]=[C:4]([NH:20][C:21]2[CH:26]=[CH:25][CH:24]=[CH:23][C:22]=2[S:27]([CH:30]([CH3:32])[CH3:31])(=[O:29])=[O:28])[C:5]2[N:10]=[N:9][N:8](CC3C=CC(OC)=CC=3)[C:6]=2[N:7]=1.[CH:33]([O:36][C:37]1[CH:43]=[C:42]([CH:44]2[CH2:49][CH2:48][NH:47][CH2:46][CH2:45]2)[C:41]([CH3:50])=[CH:40][C:38]=1[NH2:39])([CH3:35])[CH3:34], predict the reaction product. The product is: [CH:33]([O:36][C:37]1[CH:43]=[C:42]([CH:44]2[CH2:45][CH2:46][NH:47][CH2:48][CH2:49]2)[C:41]([CH3:50])=[CH:40][C:38]=1[NH:39][C:2]1[N:3]=[C:4]([NH:20][C:21]2[CH:26]=[CH:25][CH:24]=[CH:23][C:22]=2[S:27]([CH:30]([CH3:31])[CH3:32])(=[O:28])=[O:29])[C:5]2[N:10]=[N:9][NH:8][C:6]=2[N:7]=1)([CH3:35])[CH3:34].